Dataset: Catalyst prediction with 721,799 reactions and 888 catalyst types from USPTO. Task: Predict which catalyst facilitates the given reaction. Reactant: [O:1]1[CH2:6][CH2:5][CH2:4][CH2:3][CH:2]1[O:7][CH2:8][C:9]1[CH:10]=[CH:11][C:12]2[O:17][CH2:16][C:15](=[O:18])[NH:14][C:13]=2[CH:19]=1.[H-].[Na+].I[CH2:23][CH2:24][O:25][Si:26]([CH:33]([CH3:35])[CH3:34])([CH:30]([CH3:32])[CH3:31])[CH:27]([CH3:29])[CH3:28]. Product: [O:1]1[CH2:6][CH2:5][CH2:4][CH2:3][CH:2]1[O:7][CH2:8][C:9]1[CH:10]=[CH:11][C:12]2[O:17][CH2:16][C:15](=[O:18])[N:14]([CH2:23][CH2:24][O:25][Si:26]([CH:30]([CH3:31])[CH3:32])([CH:27]([CH3:29])[CH3:28])[CH:33]([CH3:34])[CH3:35])[C:13]=2[CH:19]=1. The catalyst class is: 348.